Regression. Given a target protein amino acid sequence and a drug SMILES string, predict the binding affinity score between them. We predict pIC50 (pIC50 = -log10(IC50 in M); higher means more potent). Dataset: bindingdb_ic50. From a dataset of Drug-target binding data from BindingDB using IC50 measurements. (1) The drug is C[C@H](NC(=O)N[C@@H](Cc1c[nH]c2ccccc12)C(=O)O)C(=O)N[C@H](C(=O)N/C=C1\O[C@@H](n2ccc(=O)[nH]c2=O)[C@H](O)[C@@H]1O)[C@H](C)N(C)C(=O)CN. The target protein (P0C1R8) has sequence MIFVYALLALVITFVLVPVLIPTLKRMKFGQSIREEGPQSHMKKTGTPTMGGLTFLLSIVITSLVAIIFVDQANPIILLLFVTIGFGLIGFIDDYIIVVKKNNQGLTSKQKFLAQIGIAIIFFVLSNVFHLVNFSTSIHIPFTNVAIPLSFAYVIFIVFWQVGFSNAVNLTDGLDGLATGLSIIGFTMYAIMSFVLGETAIGIFCIIMLFALLGFLPYNINPAKVFMGDTGSLALGGIFATISIMLNQELSLIFIGLVFVIETLSVMLQVASFKLTGKRIFKMSPIHHHFELIGWSEWKVVTVFWAVGLISGLIGLWIGVH. The pIC50 is 7.2. (2) The target protein (Q9NYQ3) has sequence MSLVCLTDFQAHAREQLSKSTRDFIEGGADDSITRDDNIAAFKRIRLRPRYLRDVSEVDTRTTIQGEEISAPICIAPTGFHCLVWPDGEMSTARAAQAAGICYITSTFASCSLEDIVIAAPEGLRWFQLYVHPDLQLNKQLIQRVESLGFKALVITLDTPVCGNRRHDIRNQLRRNLTLTDLQSPKKGNAIPYFQMTPISTSLCWNDLSWFQSITRLPIILKGILTKEDAELAVKHNVQGIIVSNHGGRQLDEVLASIDALTEVVAAVKGKIEVYLDGGVRTGNDVLKALALGAKCIFLGRPILWGLACKGEHGVKEVLNILTNEFHTSMALTGCRSVAEINRNLVQFSRL. The compound is Cc1n[nH]c(C(=O)O)c1-c1cccc(-c2ccc(F)cc2)c1. The pIC50 is 6.0. (3) The small molecule is O=c1c2sccc2n(CC2COc3ccccc3O2)c(=O)n1O. The pIC50 is 7.3. The target protein sequence is MGIQGLAKLIADVAPSAIRENDIKSYFGRKVAIDASMSIYQFLIAVRQGGDVLQNEEGETTSHLMGMFYRTIRMMENGIKPVYVFDGKPPQLKSGELAKRSERRAEAEKQLQQAQAAGAEQEVEKFTKRLVKVTKQHNDECKHLLSLMGIPYLDAPSEAEASCAALVKAGKVYAAATEDMDCLTFGSPVLMRHLTASEAKKLPIQEFHLSRILQELGLNQEQFVDLCILLGSDYCESIRGIGPKRAVDLIQKHKSIEEIVRRLDPNKYPVPENWLHKEAHQLFLEPEVLDPESVELKWSEPNEEELIKFMCGEKQFSEERIRSGVKRLSKSRQGST.